Dataset: Full USPTO retrosynthesis dataset with 1.9M reactions from patents (1976-2016). Task: Predict the reactants needed to synthesize the given product. (1) Given the product [F:23][C:24]1[CH:29]=[CH:28][C:27]([F:30])=[CH:26][C:25]=1[NH:31][C:7]1[C:12]([CH3:13])=[C:11]([CH3:14])[N:10]=[C:9]([NH:15][CH2:16][C:17]2[CH:22]=[CH:21][CH:20]=[CH:19][N:18]=2)[N:8]=1, predict the reactants needed to synthesize it. The reactants are: C1(N[C:7]2[C:12]([CH3:13])=[C:11]([CH3:14])[N:10]=[C:9]([NH:15][CH2:16][C:17]3[CH:22]=[CH:21][CH:20]=[CH:19][N:18]=3)[N:8]=2)CCCC1.[F:23][C:24]1[CH:29]=[CH:28][C:27]([F:30])=[CH:26][C:25]=1[NH2:31]. (2) Given the product [C:1]1([C@H:7]([O:9][C:23](=[O:24])[O:25][C:26]2[CH:27]=[CH:28][C:29]([N+:32]([O-:34])=[O:33])=[CH:30][CH:31]=2)[CH3:8])[CH:6]=[CH:5][CH:4]=[CH:3][CH:2]=1, predict the reactants needed to synthesize it. The reactants are: [C:1]1([C@H:7]([OH:9])[CH3:8])[CH:6]=[CH:5][CH:4]=[CH:3][CH:2]=1.N1C=CC=CC=1.CC1CCCO1.Cl[C:23]([O:25][C:26]1[CH:31]=[CH:30][C:29]([N+:32]([O-:34])=[O:33])=[CH:28][CH:27]=1)=[O:24].Cl. (3) Given the product [CH3:35][C:33]1[O:32][N:31]=[C:30]([C:28]([NH:27][C@@H:21]2[C:20](=[O:36])[N:19]3[CH2:37][C@H:38]([O:40][C:41]4[N:42]=[C:43]5[C:48](=[C:49]6[C:54]=4[CH:53]=[CH:52][CH:51]=[CH:50]6)[CH:47]=[CH:46][CH:45]=[CH:44]5)[CH2:39][C@H:18]3[C:17](=[O:55])[NH:16][C@:15]3([C:57]([O:59][C:60]([CH3:62])([CH3:61])[CH3:63])=[O:58])[CH2:56][C@H:14]3[CH2:13][C:12](=[O:11])[CH2:26][CH2:25][CH2:24][CH2:23][CH2:22]2)=[O:29])[CH:34]=1, predict the reactants needed to synthesize it. The reactants are: C(Cl)(=O)C(Cl)=O.CS(C)=O.[OH:11][CH:12]1[CH2:26][CH2:25][CH2:24][CH2:23][CH2:22][C@H:21]([NH:27][C:28]([C:30]2[CH:34]=[C:33]([CH3:35])[O:32][N:31]=2)=[O:29])[C:20](=[O:36])[N:19]2[CH2:37][C@H:38]([O:40][C:41]3[N:42]=[C:43]4[C:48](=[C:49]5[C:54]=3[CH:53]=[CH:52][CH:51]=[CH:50]5)[CH:47]=[CH:46][CH:45]=[CH:44]4)[CH2:39][C@H:18]2[C:17](=[O:55])[NH:16][C@:15]2([C:57]([O:59][C:60]([CH3:63])([CH3:62])[CH3:61])=[O:58])[CH2:56][C@H:14]2[CH2:13]1.C(N(CC)CC)C. (4) Given the product [Br:16][C:11]1[CH:12]=[CH:13][CH:14]=[C:15]2[C:10]=1[CH:9]=[CH:8][N:7]=[CH:6]2, predict the reactants needed to synthesize it. The reactants are: OS(O)(=O)=O.[CH:6]1[C:15]2[C:10](=[CH:11][CH:12]=[CH:13][CH:14]=2)[CH:9]=[CH:8][N:7]=1.[Br:16]N1C(=O)CCC1=O.[NH4+].[OH-]. (5) Given the product [CH3:1][S:2]([NH:5][C:6]([C:8]1([CH2:11][CH2:12][CH2:13][CH2:14][CH2:15][CH2:16][CH2:17][CH2:18][CH2:19][CH2:20][CH2:21][CH2:22][C:23]2([C:26]([NH2:34])=[O:28])[CH2:25][CH2:24]2)[CH2:10][CH2:9]1)=[O:7])(=[O:4])=[O:3], predict the reactants needed to synthesize it. The reactants are: [CH3:1][S:2]([NH:5][C:6]([C:8]1([CH2:11][CH2:12][CH2:13][CH2:14][CH2:15][CH2:16][CH2:17][CH2:18][CH2:19][CH2:20][CH2:21][CH2:22][C:23]2([C:26]([OH:28])=O)[CH2:25][CH2:24]2)[CH2:10][CH2:9]1)=[O:7])(=[O:4])=[O:3].C(Cl)CCl.[Cl-].[NH4+:34]. (6) Given the product [ClH:1].[CH3:19][CH:17]([O:16][C:15]1[C:10]([C:8]#[N:9])=[CH:11][C:12]([C:20]2[O:24][N:23]=[C:22]([C:25]3[CH:49]=[CH:48][C:28]4[CH2:29][CH2:30][N:31]([C:34](=[O:35])[C@H:36]([C@@H:37]([CH3:38])[OH:39])[NH2:40])[CH2:32][CH2:33][C:27]=4[CH:26]=3)[N:21]=2)=[CH:13][N:14]=1)[CH3:18], predict the reactants needed to synthesize it. The reactants are: [ClH:1].O1CCOCC1.[C:8]([C:10]1[CH:11]=[C:12]([C:20]2[O:24][N:23]=[C:22]([C:25]3[CH:49]=[CH:48][C:28]4[CH2:29][CH2:30][N:31]([C:34]([C@@H:36]([NH:40]C(=O)OC(C)(C)C)[C@H:37]([OH:39])[CH3:38])=[O:35])[CH2:32][CH2:33][C:27]=4[CH:26]=3)[N:21]=2)[CH:13]=[N:14][C:15]=1[O:16][CH:17]([CH3:19])[CH3:18])#[N:9]. (7) Given the product [CH3:27][N:26]([CH3:43])[CH2:25][CH2:24][N:22]1[CH:23]=[C:19]([C:18]2[CH:17]=[CH:16][N:15]=[C:14]3[NH:40][C:11]([C:7]4[CH:8]=[CH:9][CH:10]=[C:5]([CH2:4][N:2]([CH3:3])[CH3:1])[CH:6]=4)=[CH:12][C:13]=23)[C:20]([C:28]2[CH:29]=[CH:30][C:31]([NH:34][C:35](=[O:39])[N:36]([CH3:38])[CH3:37])=[CH:32][CH:33]=2)=[N:21]1, predict the reactants needed to synthesize it. The reactants are: [CH3:1][N:2]([CH2:4][C:5]1[CH:6]=[C:7]([C:11]2[NH:40][C:14]3=[N:15][CH:16]=[CH:17][C:18]([C:19]4[C:20]([C:28]5[CH:33]=[CH:32][C:31]([NH:34][C:35](=[O:39])[N:36]([CH3:38])[CH3:37])=[CH:30][CH:29]=5)=[N:21][N:22]([CH2:24][CH2:25][NH:26][CH3:27])[CH:23]=4)=[C:13]3[CH:12]=2)[CH:8]=[CH:9][CH:10]=1)[CH3:3].[OH-].[Na+].[CH2:43]=O.O.